This data is from Full USPTO retrosynthesis dataset with 1.9M reactions from patents (1976-2016). The task is: Predict the reactants needed to synthesize the given product. (1) Given the product [F:29][C:25]1[CH:24]=[C:23]([C:21]2[CH:20]=[CH:19][C:18]([O:30][CH3:31])=[C:17]([CH:22]=2)[CH2:16][N:15]([CH:12]2[CH2:11][CH2:10][CH:9]([NH:7][CH3:8])[CH2:14][CH2:13]2)[C:39]([C:38]2[S:37][C:36]3[C:42]([F:47])=[CH:43][CH:44]=[C:45]([F:46])[C:35]=3[C:34]=2[Cl:33])=[O:40])[CH:28]=[CH:27][N:26]=1, predict the reactants needed to synthesize it. The reactants are: C(OC(=O)[N:7]([CH:9]1[CH2:14][CH2:13][CH:12]([NH:15][CH2:16][C:17]2[CH:22]=[C:21]([C:23]3[CH:28]=[CH:27][N:26]=[C:25]([F:29])[CH:24]=3)[CH:20]=[CH:19][C:18]=2[O:30][CH3:31])[CH2:11][CH2:10]1)[CH3:8])(C)(C)C.[Cl:33][C:34]1[C:35]2[C:45]([F:46])=[CH:44][CH:43]=[C:42]([F:47])[C:36]=2[S:37][C:38]=1[C:39](Cl)=[O:40]. (2) Given the product [Cl:1][C:2]1[CH:7]=[CH:6][C:5]([S:8]([C:11](=[C:14]([NH:30][CH:26]2[CH2:29][CH2:28][CH2:27]2)[NH:17][C:18]2[CH:23]=[C:22]([Cl:24])[CH:21]=[C:20]([Cl:25])[CH:19]=2)[C:12]#[N:13])(=[O:10])=[O:9])=[CH:4][CH:3]=1, predict the reactants needed to synthesize it. The reactants are: [Cl:1][C:2]1[CH:7]=[CH:6][C:5]([S:8]([C:11](=[C:14]([NH:17][C:18]2[CH:23]=[C:22]([Cl:24])[CH:21]=[C:20]([Cl:25])[CH:19]=2)SC)[C:12]#[N:13])(=[O:10])=[O:9])=[CH:4][CH:3]=1.[CH:26]1([NH2:30])[CH2:29][CH2:28][CH2:27]1. (3) Given the product [F:20][C:15]1[CH:14]=[C:13]([C:4]2[CH:3]=[C:2]([C:24]3[CH:25]=[CH:26][N:21]=[CH:22][CH:23]=3)[C:11]3[C:6](=[CH:7][CH:8]=[C:9]([OH:12])[CH:10]=3)[N:5]=2)[CH:18]=[CH:17][C:16]=1[OH:19], predict the reactants needed to synthesize it. The reactants are: Br[C:2]1[C:11]2[C:6](=[CH:7][CH:8]=[C:9]([OH:12])[CH:10]=2)[N:5]=[C:4]([C:13]2[CH:18]=[CH:17][C:16]([OH:19])=[C:15]([F:20])[CH:14]=2)[CH:3]=1.[N:21]1[CH:26]=[CH:25][C:24](B(O)O)=[CH:23][CH:22]=1. (4) Given the product [CH3:1][O:2][C:3]1[CH:4]=[C:5]([C:11]2[O:15][N:14]=[CH:13][C:12]=2[CH2:16][CH2:17][CH2:18][OH:19])[CH:6]=[CH:7][C:8]=1[O:9][CH3:10], predict the reactants needed to synthesize it. The reactants are: [CH3:1][O:2][C:3]1[CH:4]=[C:5]([C:11]2[O:15][N:14]=[CH:13][C:12]=2[CH2:16][CH2:17][C:18](OC)=[O:19])[CH:6]=[CH:7][C:8]=1[O:9][CH3:10].[H-].C([Al+]CC(C)C)C(C)C.Cl. (5) Given the product [F:1][C:2]([F:10])([F:9])[CH:3]([O:8][C:12]([N:49]1[CH2:48][CH2:47][N:46]([CH2:45][C:35]2[CH:34]=[C:33]([Cl:32])[CH:38]=[CH:37][C:36]=2[N:39]2[CH2:44][CH2:43][O:42][CH2:41][CH2:40]2)[CH2:51][CH2:50]1)=[O:14])[C:4]([F:7])([F:6])[F:5], predict the reactants needed to synthesize it. The reactants are: [F:1][C:2]([F:10])([F:9])[CH:3]([OH:8])[C:4]([F:7])([F:6])[F:5].Cl[C:12](Cl)([O:14]C(=O)OC(Cl)(Cl)Cl)Cl.C(N(CC)C(C)C)(C)C.[Cl:32][C:33]1[CH:38]=[CH:37][C:36]([N:39]2[CH2:44][CH2:43][O:42][CH2:41][CH2:40]2)=[C:35]([CH2:45][N:46]2[CH2:51][CH2:50][NH:49][CH2:48][CH2:47]2)[CH:34]=1. (6) Given the product [Cl:64][C:15]1[CH:16]=[CH:17][C:12]([NH:11][C:19]2[C:28]3[C:23](=[CH:24][C:25]([O:9][CH2:8][C@@H:4]4[CH2:5][CH2:6][CH2:7][N:2]([CH3:1])[CH2:3]4)=[C:26]([O:29][CH3:30])[CH:27]=3)[N:22]=[CH:21][N:20]=2)=[C:13]([F:18])[CH:14]=1, predict the reactants needed to synthesize it. The reactants are: [CH3:1][N:2]1[CH2:7][CH2:6][CH2:5][C@@H:4]([CH2:8][OH:9])[CH2:3]1.Cl[N:11]([C:19]1[C:28]2[C:23](=[CH:24][C:25](O)=[C:26]([O:29][CH3:30])[CH:27]=2)[N:22]=[CH:21][N:20]=1)[C:12]1[CH:17]=[CH:16][CH:15]=[CH:14][C:13]=1[F:18].C1(P(C2C=CC=CC=2)C2C=CC=CC=2)C=CC=CC=1.N(C(OCC)=O)=NC(OCC)=O.C(Cl)[Cl:64]. (7) The reactants are: Br[C:2]1[CH:7]=[CH:6][C:5]([CH2:8][NH:9][S:10]([CH3:13])(=[O:12])=[O:11])=[CH:4][CH:3]=1.[F:14][C:15]([F:26])([F:25])[C:16]1[C:17]2[CH2:24][O:23][CH2:22][CH2:21][C:18]=2[NH:19][N:20]=1.CN(C)CC(O)=O.C(=O)([O-])[O-].[Cs+].[Cs+]. Given the product [F:25][C:15]([F:14])([F:26])[C:16]1[C:17]2[CH2:24][O:23][CH2:22][CH2:21][C:18]=2[N:19]([C:2]2[CH:7]=[CH:6][C:5]([CH2:8][NH:9][S:10]([CH3:13])(=[O:12])=[O:11])=[CH:4][CH:3]=2)[N:20]=1, predict the reactants needed to synthesize it.